Dataset: Full USPTO retrosynthesis dataset with 1.9M reactions from patents (1976-2016). Task: Predict the reactants needed to synthesize the given product. (1) Given the product [CH2:16]([N:1]1[C:6]2[CH:7]=[CH:8][CH:9]=[CH:10][C:5]=2[C:4](=[O:11])[O:3][C:2]1=[O:12])[CH2:17][C:18]1[CH:23]=[CH:22][CH:21]=[CH:20][CH:19]=1, predict the reactants needed to synthesize it. The reactants are: [NH:1]1[C:6]2[CH:7]=[CH:8][CH:9]=[CH:10][C:5]=2[C:4](=[O:11])[O:3][C:2]1=[O:12].[H-].[Na+].Br[CH2:16][CH2:17][C:18]1[CH:23]=[CH:22][CH:21]=[CH:20][CH:19]=1.Cl. (2) Given the product [CH3:19][C@@:14]12[C:16]([CH3:17])([CH3:18])[C@@H:11]([C:10]3[C:9](=[O:20])[N:8]([C:21]4[CH:26]=[CH:25][CH:24]=[CH:23][CH:22]=4)[N:7]([C:1]4[CH:2]=[CH:3][CH:4]=[CH:5][CH:6]=4)[C:15]=31)[CH2:12][CH2:13]2, predict the reactants needed to synthesize it. The reactants are: [C:1]1([N:7]2[C:15]3[C@@:14]4([CH3:19])[C:16]([CH3:18])([CH3:17])[C@H:11]([CH2:12][CH2:13]4)[C:10]=3[C:9](=[O:20])[NH:8]2)[CH:6]=[CH:5][CH:4]=[CH:3][CH:2]=1.[C:21]1(B(O)O)[CH:26]=[CH:25][CH:24]=[CH:23][CH:22]=1.N1C=CC=CC=1. (3) The reactants are: [NH2:1][C:2]1[CH:7]=[CH:6][CH:5]=[CH:4][C:3]=1[SH:8].[F:9][C:10]1[CH:17]=[C:14]([CH:15]=O)[C:13]([OH:18])=[CH:12][CH:11]=1. Given the product [S:8]1[C:3]2[CH:4]=[CH:5][CH:6]=[CH:7][C:2]=2[N:1]=[C:15]1[C:14]1[CH:17]=[C:10]([F:9])[CH:11]=[CH:12][C:13]=1[OH:18], predict the reactants needed to synthesize it. (4) Given the product [N:48]1[N:49]=[CH:50][N:51]2[CH2:56][CH2:55][N:54]([C:4]([C:3]3[CH:7]=[C:8]([CH2:11][C:12]4[C:21]5[C:16](=[CH:17][CH:18]=[CH:19][CH:20]=5)[C:15](=[O:22])[NH:14][N:13]=4)[CH:9]=[CH:10][C:2]=3[F:1])=[O:5])[CH2:53][C:52]=12, predict the reactants needed to synthesize it. The reactants are: [F:1][C:2]1[CH:10]=[CH:9][C:8]([CH2:11][C:12]2[C:21]3[C:16](=[CH:17][CH:18]=[CH:19][CH:20]=3)[C:15](=[O:22])[NH:14][N:13]=2)=[CH:7][C:3]=1[C:4](O)=[O:5].F[P-](F)(F)(F)(F)F.N1(OC(N(C)C)=[N+](C)C)C2C=CC=CC=2N=N1.Cl.[N:48]1[N:49]=[CH:50][N:51]2[CH2:56][CH2:55][NH:54][CH2:53][C:52]=12.C(N(CC)C(C)C)(C)C. (5) Given the product [CH3:14][C:10]1[C:5]2[O:4][CH2:3][CH2:2][O:1][C:6]=2[CH:7]=[CH:8][C:9]=1[C:11]([OH:13])=[O:12], predict the reactants needed to synthesize it. The reactants are: [O:1]1[C:6]2[CH:7]=[CH:8][C:9]([C:11]([OH:13])=[O:12])=[CH:10][C:5]=2[O:4][CH2:3][CH2:2]1.[CH:14]([Li])(CC)C.C1CCCCC1.IC. (6) Given the product [F:1][C:2]([F:7])([F:6])[C:3]([OH:5])=[O:4].[Cl:8][C:9]1[CH:10]=[N:11][C:12]2[NH:13][C:14]3[CH:15]=[CH:16][CH:17]=[C:18]([CH:34]=3)[CH2:19][CH2:20][C:21]3[CH:29]=[C:25]([NH:26][C:27]=1[N:28]=2)[CH:24]=[C:23]([C:30]([OH:32])=[O:31])[CH:22]=3, predict the reactants needed to synthesize it. The reactants are: [F:1][C:2]([F:7])([F:6])[C:3]([OH:5])=[O:4].[Cl:8][C:9]1[CH:10]=[N:11][C:12]2[NH:13][C:14]3[CH:15]=[CH:16][CH:17]=[C:18]([CH:34]=3)[CH2:19][CH2:20][C:21]3[CH:29]=[C:25]([NH:26][C:27]=1[N:28]=2)[CH:24]=[C:23]([C:30]([O:32]C)=[O:31])[CH:22]=3.O. (7) Given the product [CH3:55][S:52]([N:49]1[CH2:50][CH2:51][N:46]([CH2:45][C:43]2[S:42][C:40]3[N:41]=[C:36]([C:11]4[CH:12]=[CH:13][C:8]([CH2:7][OH:6])=[N:9][CH:10]=4)[N:37]=[C:38]([N:56]4[CH2:57][CH2:58][O:59][CH2:60][CH2:61]4)[C:39]=3[CH:44]=2)[CH2:47][CH2:48]1)(=[O:54])=[O:53], predict the reactants needed to synthesize it. The reactants are: C([SiH2][O:6][C:7](C1C=CC=CC=1)(C1C=CC=CC=1)[C:8]1[CH:13]=[CH:12][C:11](B2OC(C)(C)C(C)(C)O2)=[CH:10][N:9]=1)(C)(C)C.Cl[C:36]1[N:37]=[C:38]([N:56]2[CH2:61][CH2:60][O:59][CH2:58][CH2:57]2)[C:39]2[CH:44]=[C:43]([CH2:45][N:46]3[CH2:51][CH2:50][N:49]([S:52]([CH3:55])(=[O:54])=[O:53])[CH2:48][CH2:47]3)[S:42][C:40]=2[N:41]=1.